Task: Predict the reactants needed to synthesize the given product.. Dataset: Full USPTO retrosynthesis dataset with 1.9M reactions from patents (1976-2016) Given the product [Br:15][C:12]1[C:13]([N+:23]([O-:25])=[O:24])=[CH:14][C:9]2[O:8][C:7]([C:16]3[CH:21]=[CH:20][C:19]([F:22])=[CH:18][CH:17]=3)=[C:6]([C:4]([O:3][CH2:1][CH3:2])=[O:5])[C:10]=2[CH:11]=1, predict the reactants needed to synthesize it. The reactants are: [CH2:1]([O:3][C:4]([C:6]1[C:10]2[CH:11]=[C:12]([Br:15])[CH:13]=[CH:14][C:9]=2[O:8][C:7]=1[C:16]1[CH:21]=[CH:20][C:19]([F:22])=[CH:18][CH:17]=1)=[O:5])[CH3:2].[N+:23]([O-])([OH:25])=[O:24].